This data is from Full USPTO retrosynthesis dataset with 1.9M reactions from patents (1976-2016). The task is: Predict the reactants needed to synthesize the given product. Given the product [Cl:1][C:2]1[CH:19]=[CH:18][C:5]2[N:6]([C:11]3[CH:12]=[N:13][C:14]([Cl:17])=[CH:15][CH:16]=3)[C:7]([CH2:9][N:39]3[C:40]4[C:45](=[CH:44][CH:43]=[CH:42][CH:41]=4)[C:37]([S:34]([CH3:33])(=[O:35])=[O:36])=[N:38]3)=[N:8][C:4]=2[CH:3]=1, predict the reactants needed to synthesize it. The reactants are: [Cl:1][C:2]1[CH:19]=[CH:18][C:5]2[N:6]([C:11]3[CH:12]=[N:13][C:14]([Cl:17])=[CH:15][CH:16]=3)[C:7]([CH2:9]Cl)=[N:8][C:4]=2[CH:3]=1.CS(N1C2C(=CC=CC=2)C=N1)(=O)=O.[CH3:33][S:34]([C:37]1[C:45]2[C:40](=[CH:41][CH:42]=[CH:43][CH:44]=2)[NH:39][N:38]=1)(=[O:36])=[O:35].